From a dataset of CYP2D6 inhibition data for predicting drug metabolism from PubChem BioAssay. Regression/Classification. Given a drug SMILES string, predict its absorption, distribution, metabolism, or excretion properties. Task type varies by dataset: regression for continuous measurements (e.g., permeability, clearance, half-life) or binary classification for categorical outcomes (e.g., BBB penetration, CYP inhibition). Dataset: cyp2d6_veith. (1) The drug is C[C@]12CC[C@H]3c4ccc(O)cc4CC[C@@H]3[C@H]1CC[C@@H]2OC(=O)CCc1ccccc1. The result is 0 (non-inhibitor). (2) The molecule is CC1(C)CC(=O)C([C@H]2C3=C(CC(C)(C)CC3=O)Oc3ccccc32)C(=O)C1. The result is 0 (non-inhibitor). (3) The molecule is Cc1ccc(S(=O)(=O)CC(O)CN2CCCC2=O)cc1. The result is 0 (non-inhibitor). (4) The drug is CC1CC(C)CN(C(=O)CNS(=O)(=O)c2ccc(Br)s2)C1. The result is 1 (inhibitor). (5) The molecule is CC1(C)CC2(CC(C)(C(=O)CSc3nc4ccccc4s3)OC2=O)C(=O)O1. The result is 0 (non-inhibitor). (6) The molecule is NC(=O)C[C@H](N)C(N)=O. The result is 0 (non-inhibitor).